From a dataset of Full USPTO retrosynthesis dataset with 1.9M reactions from patents (1976-2016). Predict the reactants needed to synthesize the given product. (1) Given the product [C:11]([O:15][C:16](=[O:24])/[CH:17]=[CH:18]/[C:19]1[CH:23]=[CH:22][N:21]([S:36]([C:34]2[S:35][C:31]([C:26]3[CH:27]=[CH:28][CH:29]=[CH:30][N:25]=3)=[CH:32][CH:33]=2)(=[O:37])=[O:38])[CH:20]=1)([CH3:14])([CH3:12])[CH3:13], predict the reactants needed to synthesize it. The reactants are: N1C=CC(/C=C/C(O)=O)=C1.[C:11]([O:15][C:16](=[O:24])/[CH:17]=[CH:18]/[C:19]1[CH:23]=[CH:22][NH:21][CH:20]=1)([CH3:14])([CH3:13])[CH3:12].[N:25]1[CH:30]=[CH:29][CH:28]=[CH:27][C:26]=1[C:31]1[S:35][C:34]([S:36](Cl)(=[O:38])=[O:37])=[CH:33][CH:32]=1. (2) Given the product [Br:11][C:12]1[CH:13]=[CH:14][C:15]([CH2:18][C:19]([C:30]2[CH:29]=[CH:24][C:23]([Cl:22])=[CH:32][C:31]=2[Cl:33])=[O:21])=[CH:16][CH:17]=1, predict the reactants needed to synthesize it. The reactants are: [Na].C[Si](C)(C)N[Si](C)(C)C.[Br:11][C:12]1[CH:17]=[CH:16][C:15]([CH2:18][C:19]([OH:21])=O)=[CH:14][CH:13]=1.[Cl:22][C:23]1[CH:32]=[C:31]([Cl:33])[CH:30]=[CH:29][C:24]=1C(OC)=O.Cl. (3) Given the product [CH2:12]([O:11][C:7](=[O:14])[CH2:23][C:22](=[O:24])[C:25]1[S:26][CH:27]=[CH:28][CH:29]=1)[CH3:13], predict the reactants needed to synthesize it. The reactants are: C(O[K])(C)(C)C.[C:7](=[O:14])([O:11][CH2:12][CH3:13])OCC.C1(C)C=CC=CC=1.[C:22]([C:25]1[S:26][CH:27]=[CH:28][CH:29]=1)(=[O:24])[CH3:23]. (4) Given the product [CH2:16]([N:10]1[C:9]([CH2:20][NH:21][C:22](=[O:28])[O:23][C:24]([CH3:27])([CH3:26])[CH3:25])=[C:8]([C:29]2[CH:30]=[CH:31][CH:32]=[CH:33][CH:34]=2)[C:7]2[C:12](=[CH:13][CH:14]=[C:5]([C:3]3[O:4][C:35]([CH3:36])=[N:2][N:1]=3)[CH:6]=2)[C:11]1=[O:15])[CH:17]([CH3:19])[CH3:18], predict the reactants needed to synthesize it. The reactants are: [NH:1]([C:3]([C:5]1[CH:6]=[C:7]2[C:12](=[CH:13][CH:14]=1)[C:11](=[O:15])[N:10]([CH2:16][CH:17]([CH3:19])[CH3:18])[C:9]([CH2:20][NH:21][C:22](=[O:28])[O:23][C:24]([CH3:27])([CH3:26])[CH3:25])=[C:8]2[C:29]1[CH:34]=[CH:33][CH:32]=[CH:31][CH:30]=1)=[O:4])[NH2:2].[C:35](OC)(OC)(OC)[CH3:36].C1CCN2C(=NCCC2)CC1.C(O)(=O)C. (5) Given the product [Na+:11].[CH2:1]([P:3]([OH:4])([CH2:6][CH2:7][C:8]([O-:10])=[O:9])=[O:5])[CH3:2], predict the reactants needed to synthesize it. The reactants are: [CH2:1]([P:3]([CH2:6][CH2:7][CH2:8][OH:9])(=[O:5])[OH:4])[CH3:2].[OH-:10].[Na+:11].C.OO. (6) Given the product [OH:9][C:7]1([CH2:2][C:1]#[N:3])[C:10]2[C:11](=[CH:10][CH:11]=[C:12]([O:6][CH3:4])[CH:13]=2)[CH2:12][CH2:13][CH2:8]1, predict the reactants needed to synthesize it. The reactants are: [C:1](#[N:3])[CH3:2].[C:4](=[O:6])=O.[CH2:7]([OH:9])[CH3:8].[CH2:10]([Li])[CH2:11][CH2:12][CH3:13]. (7) Given the product [F:18][C:19]([F:27])([F:28])[C:20]1[CH:21]=[C:22]([NH:23][N:10]=[C:11]2[C:12]([NH2:13])=[N:36][N:35]=[C:14]2[NH2:15])[CH:24]=[CH:25][CH:26]=1, predict the reactants needed to synthesize it. The reactants are: FC(F)(F)C1C=C(N[N:10]=[C:11]([C:14]#[N:15])[C:12]#[N:13])C=CC=1.[F:18][C:19]([F:28])([F:27])[C:20]1[CH:21]=[C:22]([CH:24]=[CH:25][CH:26]=1)[NH2:23].C(#N)CC#N.O.[NH2:35][NH2:36]. (8) Given the product [Cl:24][C:25]1[CH:30]=[CH:29][C:28]([CH2:31][S:32]([NH:35][C:21]([CH:19]2[CH2:20][N:17]([C:4]3[C:3]([C:1]#[N:2])=[CH:8][C:7]([C:9]([O:11][CH2:12][CH3:13])=[O:10])=[C:6]([CH:14]([F:16])[F:15])[N:5]=3)[CH2:18]2)=[O:23])(=[O:33])=[O:34])=[CH:27][CH:26]=1, predict the reactants needed to synthesize it. The reactants are: [C:1]([C:3]1[C:4]([N:17]2[CH2:20][CH:19]([C:21]([OH:23])=O)[CH2:18]2)=[N:5][C:6]([CH:14]([F:16])[F:15])=[C:7]([C:9]([O:11][CH2:12][CH3:13])=[O:10])[CH:8]=1)#[N:2].[Cl:24][C:25]1[CH:30]=[CH:29][C:28]([CH2:31][S:32]([NH2:35])(=[O:34])=[O:33])=[CH:27][CH:26]=1. (9) Given the product [C:1]([C:5]1[CH:9]=[C:8]([C:10]([O:12][CH2:13][CH3:14])=[O:11])[N:7]([CH2:16][C:17]2[CH:22]=[CH:21][C:20]([CH2:23][O:24][CH2:40][O:41][CH3:42])=[CH:19][CH:18]=2)[N:6]=1)([CH3:4])([CH3:2])[CH3:3], predict the reactants needed to synthesize it. The reactants are: [C:1]([C:5]1[CH:9]=[C:8]([C:10]([O:12][CH2:13][CH3:14])=[O:11])[NH:7][N:6]=1)([CH3:4])([CH3:3])[CH3:2].Cl[CH2:16][C:17]1[CH:22]=[CH:21][C:20]([CH2:23][OH:24])=[CH:19][CH:18]=1.C(=O)([O-])[O-].[K+].[K+].C(N(C(C)C)C(C)C)C.[CH3:40][O:41][CH2:42]Cl.